Dataset: Catalyst prediction with 721,799 reactions and 888 catalyst types from USPTO. Task: Predict which catalyst facilitates the given reaction. (1) Reactant: [NH2:1][CH2:2][CH2:3][N:4]1[C:12]2[CH2:11][C:10]([F:14])([F:13])[CH2:9][CH2:8][C:7]=2[CH:6]=[C:5]1[C:15]([O:17]CC)=O.C(O)(=O)C. Product: [F:13][C:10]1([F:14])[CH2:11][C:12]2[N:4]3[CH2:3][CH2:2][NH:1][C:15](=[O:17])[C:5]3=[CH:6][C:7]=2[CH2:8][CH2:9]1. The catalyst class is: 11. (2) Reactant: [CH3:1][C:2]1[CH:17]=[CH:16][CH:15]=[C:14]([CH3:18])[C:3]=1[C:4]([O:6][CH2:7][C:8]1[CH:13]=[CH:12][CH:11]=[CH:10][CH:9]=1)=[O:5].S(Cl)([Cl:22])(=O)=O.CC(N=NC(C#N)(C)C)(C#N)C.C([O-])(O)=O.[Na+]. Product: [Cl:22][CH2:1][C:2]1[CH:17]=[CH:16][CH:15]=[C:14]([CH3:18])[C:3]=1[C:4]([O:6][CH2:7][C:8]1[CH:13]=[CH:12][CH:11]=[CH:10][CH:9]=1)=[O:5]. The catalyst class is: 53. (3) Reactant: [CH2:1]([C:5]1[N:6]=[C:7]([CH3:27])[NH:8][C:9](=[O:26])[C:10]=1[CH2:11][C:12]1[CH:17]=[CH:16][C:15]([C:18]2[C:19]([C:24]#[N:25])=[CH:20][CH:21]=[CH:22][CH:23]=2)=[CH:14][CH:13]=1)[CH2:2][CH2:3][CH3:4].[Cl:28][C:29]1[CH:30]=[C:31](B(O)O)[CH:32]=[C:33]([Cl:35])[CH:34]=1.C(N(CC)CC)C.N1C=CC=CC=1. Product: [CH2:1]([C:5]1[N:6]=[C:7]([CH3:27])[N:8]([C:31]2[CH:30]=[C:29]([Cl:28])[CH:34]=[C:33]([Cl:35])[CH:32]=2)[C:9](=[O:26])[C:10]=1[CH2:11][C:12]1[CH:17]=[CH:16][C:15]([C:18]2[C:19]([C:24]#[N:25])=[CH:20][CH:21]=[CH:22][CH:23]=2)=[CH:14][CH:13]=1)[CH2:2][CH2:3][CH3:4]. The catalyst class is: 297. (4) Reactant: [CH3:1][N:2]1[C:17]([CH2:18][CH2:19]CC(O)=O)=[N:16][C:4]2[CH:5]=[C:6]([N:9]([CH2:13][CH2:14]Cl)CCCl)[CH:7]=[CH:8][C:3]1=2.[OH2:24].Cl.N1C2C=CC=[CH:34][C:29]=2N=C1.[CH2:35]1[O:37][CH2:36]1.[C:38]([O-:41])(=[O:40])[CH3:39].[Na+]. Product: [CH2:34]([O:40][C:38](=[O:41])[CH2:39][CH2:19][CH2:18][C:17]1[N:2]([CH3:1])[C:3]2[CH:8]=[CH:7][C:6]([N:9]([CH2:36][CH2:35][OH:37])[CH2:13][CH2:14][OH:24])=[CH:5][C:4]=2[N:16]=1)[CH3:29]. The catalyst class is: 86. (5) Reactant: [C:1]([OH:8])(=O)[CH2:2][CH2:3][CH2:4][C:5]#[CH:6].CCN=C=NCCCN(C)C.Cl.[CH3:21][O:22][CH2:23][CH2:24][NH:25][CH2:26][CH2:27][O:28][CH3:29]. Product: [CH3:21][O:22][CH2:23][CH2:24][N:25]([CH2:26][CH2:27][O:28][CH3:29])[C:1](=[O:8])[CH2:2][CH2:3][CH2:4][C:5]#[CH:6]. The catalyst class is: 79. (6) Reactant: [CH3:1][C:2]1([CH3:20])[O:7][CH2:6][CH:5]([CH2:8][O:9][C:10]2[C:15]([CH3:16])=[CH:14][N:13]=[C:12]([CH2:17][OH:18])[C:11]=2[CH3:19])[CH2:4][O:3]1.[OH-].[Na+].[C:23]1([CH3:33])[CH:28]=[CH:27][C:26]([S:29](Cl)(=[O:31])=[O:30])=[CH:25][CH:24]=1. Product: [CH3:33][C:23]1[CH:28]=[CH:27][C:26]([S:29]([O:18][CH2:17][C:12]2[C:11]([CH3:19])=[C:10]([O:9][CH2:8][CH:5]3[CH2:6][O:7][C:2]([CH3:20])([CH3:1])[O:3][CH2:4]3)[C:15]([CH3:16])=[CH:14][N:13]=2)(=[O:31])=[O:30])=[CH:25][CH:24]=1. The catalyst class is: 7.